The task is: Regression. Given two drug SMILES strings and cell line genomic features, predict the synergy score measuring deviation from expected non-interaction effect.. This data is from NCI-60 drug combinations with 297,098 pairs across 59 cell lines. (1) Drug 1: C1=CN(C=N1)CC(O)(P(=O)(O)O)P(=O)(O)O. Drug 2: COC1=C2C(=CC3=C1OC=C3)C=CC(=O)O2. Cell line: NCI/ADR-RES. Synergy scores: CSS=-7.55, Synergy_ZIP=1.45, Synergy_Bliss=-1.57, Synergy_Loewe=-1.28, Synergy_HSA=-4.42. (2) Drug 1: C1=CC=C(C(=C1)C(C2=CC=C(C=C2)Cl)C(Cl)Cl)Cl. Drug 2: CC1=C(C(=O)C2=C(C1=O)N3CC4C(C3(C2COC(=O)N)OC)N4)N. Cell line: PC-3. Synergy scores: CSS=13.2, Synergy_ZIP=-5.16, Synergy_Bliss=-3.58, Synergy_Loewe=-15.9, Synergy_HSA=-2.35. (3) Drug 1: C1CN1C2=NC(=NC(=N2)N3CC3)N4CC4. Drug 2: CC(C)CN1C=NC2=C1C3=CC=CC=C3N=C2N. Cell line: ACHN. Synergy scores: CSS=60.8, Synergy_ZIP=2.50, Synergy_Bliss=1.67, Synergy_Loewe=3.55, Synergy_HSA=3.41. (4) Drug 1: CC1C(C(CC(O1)OC2CC(CC3=C2C(=C4C(=C3O)C(=O)C5=C(C4=O)C(=CC=C5)OC)O)(C(=O)CO)O)N)O.Cl. Drug 2: CC12CCC3C(C1CCC2O)C(CC4=C3C=CC(=C4)O)CCCCCCCCCS(=O)CCCC(C(F)(F)F)(F)F. Cell line: OVCAR-5. Synergy scores: CSS=34.7, Synergy_ZIP=-10.4, Synergy_Bliss=-1.15, Synergy_Loewe=-2.54, Synergy_HSA=-0.942. (5) Drug 1: CC=C1C(=O)NC(C(=O)OC2CC(=O)NC(C(=O)NC(CSSCCC=C2)C(=O)N1)C(C)C)C(C)C. Drug 2: C(CC(=O)O)C(=O)CN.Cl. Cell line: NCI-H226. Synergy scores: CSS=47.5, Synergy_ZIP=-1.31, Synergy_Bliss=0.400, Synergy_Loewe=-12.4, Synergy_HSA=0.941. (6) Drug 1: C1=C(C(=O)NC(=O)N1)F. Drug 2: CC1=C(C=C(C=C1)C(=O)NC2=CC(=CC(=C2)C(F)(F)F)N3C=C(N=C3)C)NC4=NC=CC(=N4)C5=CN=CC=C5. Cell line: HCC-2998. Synergy scores: CSS=22.8, Synergy_ZIP=-0.852, Synergy_Bliss=-5.36, Synergy_Loewe=-8.27, Synergy_HSA=-8.10. (7) Drug 1: CN1C(=O)N2C=NC(=C2N=N1)C(=O)N. Drug 2: CC1C(C(CC(O1)OC2CC(CC3=C2C(=C4C(=C3O)C(=O)C5=C(C4=O)C(=CC=C5)OC)O)(C(=O)CO)O)N)O.Cl. Cell line: T-47D. Synergy scores: CSS=26.6, Synergy_ZIP=-2.30, Synergy_Bliss=0.781, Synergy_Loewe=-14.2, Synergy_HSA=0.910.